Dataset: Forward reaction prediction with 1.9M reactions from USPTO patents (1976-2016). Task: Predict the product of the given reaction. (1) Given the reactants F[C:2](F)(F)[C:3](O)=O.C(N[C:13]1[N:21]=[C:20]2[C:16]([N:17]=[C:18]([O:22][CH3:23])[NH:19]2)=[C:15]([NH2:24])[N:14]=1)CCC.[C:25](=[O:28])([O-])[O-].[K+].[K+].CS(O[CH2:36][CH:37]1[CH2:41][CH2:40][O:39][CH2:38]1)(=O)=O.[CH3:42]N(C)C=O, predict the reaction product. The product is: [CH2:25]([O:28][C:13]1[N:21]=[C:20]2[C:16]([N:17]=[C:18]([O:22][CH3:23])[N:19]2[CH2:36][CH:37]2[CH2:41][CH2:40][O:39][CH2:38]2)=[C:15]([NH2:24])[N:14]=1)[CH2:42][CH2:2][CH3:3]. (2) The product is: [CH2:2]([N:4]([C:12]1[N:17]=[CH:16][N:15]=[C:14]2[N:18]([C:21]3[CH:26]=[CH:25][C:24]([S:27]([CH3:30])(=[O:29])=[O:28])=[CH:23][C:22]=3[F:31])[N:19]=[CH:20][C:13]=12)[CH2:5][CH:6]1[CH2:7][CH2:8][N:9]([C:33]2[CH:38]=[CH:37][CH:36]=[CH:35][N:34]=2)[CH2:10][CH2:11]1)[CH3:3]. Given the reactants Cl.[CH2:2]([N:4]([C:12]1[N:17]=[CH:16][N:15]=[C:14]2[N:18]([C:21]3[CH:26]=[CH:25][C:24]([S:27]([CH3:30])(=[O:29])=[O:28])=[CH:23][C:22]=3[F:31])[N:19]=[CH:20][C:13]=12)[CH2:5][CH:6]1[CH2:11][CH2:10][NH:9][CH2:8][CH2:7]1)[CH3:3].Br[C:33]1[CH:38]=[CH:37][CH:36]=[CH:35][N:34]=1.C(N(CC)CC)C, predict the reaction product. (3) Given the reactants [NH:1]1[C:9]2[C:4](=[CH:5][CH:6]=[CH:7][CH:8]=2)[CH:3]=[C:2]1[C:10]([OH:12])=O.C1C=CC2N(O)N=NC=2C=1.CCN(C(C)C)C(C)C.CCN=C=NCCCN(C)C.[NH2:43][C:44]1[C:45]([OH:54])=[C:46]([CH:51]=[CH:52][CH:53]=1)[C:47]([O:49][CH3:50])=[O:48].Cl, predict the reaction product. The product is: [OH:54][C:45]1[C:44]([NH:43][C:10]([C:2]2[NH:1][C:9]3[C:4]([CH:3]=2)=[CH:5][CH:6]=[CH:7][CH:8]=3)=[O:12])=[CH:53][CH:52]=[CH:51][C:46]=1[C:47]([O:49][CH3:50])=[O:48]. (4) Given the reactants Cl[C:2]1[C:7]([C:8]#[N:9])=[C:6]([S:10][CH3:11])[N:5]=[C:4]([S:12][CH2:13][CH3:14])[N:3]=1.[N:15]1[N:16]([C:20]2[CH:21]=[C:22]([CH:24]=[CH:25][CH:26]=2)[NH2:23])[N:17]=[CH:18][CH:19]=1, predict the reaction product. The product is: [N:15]1[N:16]([C:20]2[CH:21]=[C:22]([NH:23][C:2]3[C:7]([C:8]#[N:9])=[C:6]([S:10][CH3:11])[N:5]=[C:4]([S:12][CH2:13][CH3:14])[N:3]=3)[CH:24]=[CH:25][CH:26]=2)[N:17]=[CH:18][CH:19]=1.